Dataset: Full USPTO retrosynthesis dataset with 1.9M reactions from patents (1976-2016). Task: Predict the reactants needed to synthesize the given product. (1) Given the product [F:1][C:2]1[CH:17]=[CH:16][C:5]([C:6]([NH:8][CH:9]([CH:14]([OH:42])[CH2:15][OH:36])[C:10]([O:12][CH3:13])=[O:11])=[O:7])=[C:4]([C:18]([F:19])([F:20])[F:21])[CH:3]=1, predict the reactants needed to synthesize it. The reactants are: [F:1][C:2]1[CH:17]=[CH:16][C:5]([C:6]([NH:8][CH:9]([CH:14]=[CH2:15])[C:10]([O:12][CH3:13])=[O:11])=[O:7])=[C:4]([C:18]([F:21])([F:20])[F:19])[CH:3]=1.C[N+]1([O-])CCOCC1.S([O-])([O-])=O.[Na+].[Na+].[OH2:36].C(O)(C)(C)C.[OH2:42]. (2) Given the product [CH2:1]([O:8][C:9]1[CH:14]=[CH:13][C:12]([CH:15]([C:17]2[CH:22]=[CH:21][C:20]([O:23][CH2:24][C:25]3[CH:30]=[CH:29][CH:28]=[CH:27][CH:26]=3)=[CH:19][CH:18]=2)[OH:16])=[C:11]([OH:31])[CH:10]=1)[C:2]1[CH:3]=[CH:4][CH:5]=[CH:6][CH:7]=1, predict the reactants needed to synthesize it. The reactants are: [CH2:1]([O:8][C:9]1[CH:14]=[CH:13][C:12]([C:15]([C:17]2[CH:22]=[CH:21][C:20]([O:23][CH2:24][C:25]3[CH:30]=[CH:29][CH:28]=[CH:27][CH:26]=3)=[CH:19][CH:18]=2)=[O:16])=[C:11]([OH:31])[CH:10]=1)[C:2]1[CH:7]=[CH:6][CH:5]=[CH:4][CH:3]=1.[BH4-].[Na+]. (3) Given the product [C:16]1([CH2:15][CH2:14][CH2:13][CH2:12][C:11]([NH:10][C:9]2[C:5]([C:3]([OH:4])=[O:2])=[CH:6][S:7][CH:8]=2)=[O:22])[CH:17]=[CH:18][CH:19]=[CH:20][CH:21]=1, predict the reactants needed to synthesize it. The reactants are: C[O:2][C:3]([C:5]1[C:9]([NH:10][C:11](=[O:22])[CH2:12][CH2:13][CH2:14][CH2:15][C:16]2[CH:21]=[CH:20][CH:19]=[CH:18][CH:17]=2)=[CH:8][S:7][CH:6]=1)=[O:4].[Li+].[OH-].Cl. (4) Given the product [Cl:12][C:9]1[C:10]2[C:5](=[CH:4][CH:3]=[C:2]([B:17]([OH:18])[OH:16])[CH:11]=2)[CH:6]=[CH:7][N:8]=1, predict the reactants needed to synthesize it. The reactants are: Br[C:2]1[CH:11]=[C:10]2[C:5]([CH:6]=[CH:7][N:8]=[C:9]2[Cl:12])=[CH:4][CH:3]=1.C([O:16][B:17](OC(C)C)[O:18]C(C)C)(C)C.C([Li])CCC. (5) Given the product [CH3:23][O:24][C:25]1[CH:33]=[CH:32][C:28]([C:29]([NH:2][CH2:3][CH2:4][NH:5][C:6]([C:8]2[C:9]([C:19]([F:21])([F:22])[F:20])=[N:10][N:11]([C:13]3[CH:18]=[CH:17][CH:16]=[CH:15][CH:14]=3)[CH:12]=2)=[O:7])=[O:30])=[CH:27][N:26]=1, predict the reactants needed to synthesize it. The reactants are: Cl.[NH2:2][CH2:3][CH2:4][NH:5][C:6]([C:8]1[C:9]([C:19]([F:22])([F:21])[F:20])=[N:10][N:11]([C:13]2[CH:18]=[CH:17][CH:16]=[CH:15][CH:14]=2)[CH:12]=1)=[O:7].[CH3:23][O:24][C:25]1[CH:33]=[CH:32][C:28]([C:29](O)=[O:30])=[CH:27][N:26]=1.CN(C(ON1N=NC2C=CC=NC1=2)=[N+](C)C)C.F[P-](F)(F)(F)(F)F.CCN(C(C)C)C(C)C.